This data is from Merck oncology drug combination screen with 23,052 pairs across 39 cell lines. The task is: Regression. Given two drug SMILES strings and cell line genomic features, predict the synergy score measuring deviation from expected non-interaction effect. Drug 1: O=c1[nH]cc(F)c(=O)[nH]1. Drug 2: NC(=O)c1cccc2cn(-c3ccc(C4CCCNC4)cc3)nc12. Cell line: SW837. Synergy scores: synergy=-12.7.